The task is: Predict which catalyst facilitates the given reaction.. This data is from Catalyst prediction with 721,799 reactions and 888 catalyst types from USPTO. Reactant: [Cl:1][C:2]1[CH:11]=[CH:10][C:9]([NH2:12])=[C:8]2[C:3]=1[CH:4]=[CH:5][CH:6]=[N:7]2.[C:13]1([S:19](Cl)(=[O:21])=[O:20])[CH:18]=[CH:17][CH:16]=[CH:15][CH:14]=1. Product: [Cl:1][C:2]1[CH:11]=[CH:10][C:9]([NH:12][S:19]([C:13]2[CH:18]=[CH:17][CH:16]=[CH:15][CH:14]=2)(=[O:21])=[O:20])=[C:8]2[C:3]=1[CH:4]=[CH:5][CH:6]=[N:7]2. The catalyst class is: 142.